This data is from Reaction yield outcomes from USPTO patents with 853,638 reactions. The task is: Predict the reaction yield, written as a fraction of the theoretical maximum amount of product (1.0 means a 100% yield; for example, 0.34 means a 34% yield). (1) The reactants are [NH2:1][C:2]1[CH:28]=[C:27]([Cl:29])[CH:26]=[CH:25][C:3]=1[O:4][CH2:5][CH2:6][CH2:7][N:8]1[CH2:13][CH2:12][C:11]([CH2:15][C:16]2[CH:21]=[CH:20][C:19]([Cl:22])=[CH:18][CH:17]=2)([OH:14])[C:10]([CH3:24])([CH3:23])[CH2:9]1.C(N(CC)CC)C.[Cl:37][CH2:38][C:39](Cl)=[O:40]. The catalyst is C(Cl)Cl. The product is [Cl:37][CH2:38][C:39]([NH:1][C:2]1[CH:28]=[C:27]([Cl:29])[CH:26]=[CH:25][C:3]=1[O:4][CH2:5][CH2:6][CH2:7][N:8]1[CH2:13][CH2:12][C:11]([CH2:15][C:16]2[CH:21]=[CH:20][C:19]([Cl:22])=[CH:18][CH:17]=2)([OH:14])[C:10]([CH3:24])([CH3:23])[CH2:9]1)=[O:40]. The yield is 0.850. (2) The reactants are C1(P(C2C=CC=CC=2)C2C=CC=CC=2)C=CC=CC=1.[CH2:20]([P:22]([C:29]([C:31]1[CH:36]=[CH:35][CH:34]=[CH:33][CH:32]=1)=[CH2:30])(=[O:28])[O:23][CH2:24][CH2:25][CH2:26][CH3:27])[CH3:21].CC(C(O)C([CH2:44][O:45]C(C(C)C)=O)(C)C)C. No catalyst specified. The product is [CH2:20]([P:22]([CH:29]([C:31]1[CH:32]=[CH:33][CH:34]=[CH:35][CH:36]=1)[CH2:30][CH:44]=[O:45])(=[O:28])[O:23][CH2:24][CH2:25][CH2:26][CH3:27])[CH3:21]. The yield is 0.910. (3) The reactants are CN1CCOCC1.[CH2:8]([O:15][C:16](=[O:31])[CH:17]([NH:23][C:24]([O:26][C:27]([CH3:30])([CH3:29])[CH3:28])=[O:25])[CH2:18][CH2:19][C:20]([OH:22])=O)[C:9]1[CH:14]=[CH:13][CH:12]=[CH:11][CH:10]=1.CN([C:35]([O:39][N:40]1N=NC2C=CC=N[C:41]1=2)=[N+](C)C)C.F[P-](F)(F)(F)(F)F.Cl.CNOC. The catalyst is CN(C)C=O. The product is [CH2:8]([O:15][C:16](=[O:31])[CH:17]([NH:23][C:24]([O:26][C:27]([CH3:30])([CH3:29])[CH3:28])=[O:25])[CH2:18][CH2:19][C:20](=[O:22])[N:40]([O:39][CH3:35])[CH3:41])[C:9]1[CH:10]=[CH:11][CH:12]=[CH:13][CH:14]=1. The yield is 0.990. (4) The reactants are [CH2:1]([C:4]1[C:13]([CH3:14])=[C:12]2[C:7]([C:8]([CH3:17])([CH3:16])[CH2:9][C:10](=[O:15])[O:11]2)=[C:6]([CH3:18])[C:5]=1[OH:19])[CH:2]=[CH2:3].CCN(C(C)C)C(C)C.[CH3:29][O:30][CH2:31]Cl. The catalyst is C(Cl)Cl. The product is [CH2:1]([C:4]1[C:13]([CH3:14])=[C:12]2[C:7]([C:8]([CH3:16])([CH3:17])[CH2:9][C:10](=[O:15])[O:11]2)=[C:6]([CH3:18])[C:5]=1[O:19][CH2:29][O:30][CH3:31])[CH:2]=[CH2:3]. The yield is 0.870. (5) The reactants are C(O[C:9]([NH:11][C@H:12]1[CH2:18][CH2:17][CH2:16][N:15]([C:19]([O:21][C:22]([CH3:25])([CH3:24])[CH3:23])=[O:20])[CH2:14][CH2:13]1)=O)C1C=CC=CC=1.Cl[C:27]1[N:31](C)[N:30]=[CH:29][C:28]=1[N+:33]([O-:35])=[O:34]. No catalyst specified. The product is [CH3:29][N:30]1[C:9]([NH:11][C@H:12]2[CH2:18][CH2:17][CH2:16][N:15]([C:19]([O:21][C:22]([CH3:23])([CH3:24])[CH3:25])=[O:20])[CH2:14][CH2:13]2)=[C:28]([N+:33]([O-:35])=[O:34])[CH:27]=[N:31]1. The yield is 0.490. (6) The reactants are [BH4-].[Li+].[I:3][C:4]1[C:12]2[CH:11]=[N:10][CH:9]=[N:8][C:7]=2[N:6]([C:13]([CH3:19])([CH3:18])[C:14](OC)=[O:15])[CH:5]=1.O. The catalyst is C(O)C. The product is [I:3][C:4]1[C:12]2[CH:11]=[N:10][CH:9]=[N:8][C:7]=2[N:6]([C:13]([CH3:19])([CH3:18])[CH2:14][OH:15])[CH:5]=1. The yield is 1.00. (7) The reactants are [Cl:1][C:2]1[CH:7]=[C:6]2[NH:8][C:9](=[O:33])[C:10]3([CH:15]([C:16]4[CH:21]=[CH:20][CH:19]=[C:18]([Cl:22])[CH:17]=4)[CH2:14][C:13](=O)[NH:12][CH:11]3[C:24]3[C:29]([CH3:30])=[CH:28][CH:27]=[C:26]([F:31])[C:25]=3[F:32])[C:5]2=[CH:4][CH:3]=1.[BH4-].[Na+]. The catalyst is CO. The product is [Cl:1][C:2]1[CH:7]=[C:6]2[NH:8][C:9](=[O:33])[C:10]3([CH:15]([C:16]4[CH:21]=[CH:20][CH:19]=[C:18]([Cl:22])[CH:17]=4)[CH2:14][CH2:13][NH:12][CH:11]3[C:24]3[C:29]([CH3:30])=[CH:28][CH:27]=[C:26]([F:31])[C:25]=3[F:32])[C:5]2=[CH:4][CH:3]=1. The yield is 0.535. (8) The reactants are Cl[S:2]([C:5]1[CH:6]=[C:7]([CH:12]=[CH:13][C:14]=1[O:15][CH:16]1[CH2:18][CH2:17]1)[C:8]([O:10][CH3:11])=[O:9])(=[O:4])=[O:3].[O:19]1[CH2:25][CH:24]([OH:26])[CH2:23][NH:22][CH2:21][CH2:20]1. The catalyst is CC#N. The product is [CH:16]1([O:15][C:14]2[CH:13]=[CH:12][C:7]([C:8]([O:10][CH3:11])=[O:9])=[CH:6][C:5]=2[S:2]([N:22]2[CH2:23][CH:24]([OH:26])[CH2:25][O:19][CH2:20][CH2:21]2)(=[O:4])=[O:3])[CH2:18][CH2:17]1. The yield is 0.578. (9) The reactants are [NH2:1][C:2]1[C:6]([Br:7])=[CH:5][NH:4][N:3]=1.[F:8][C:9]([F:26])([F:25])[C:10](=O)[CH2:11][C:12]([C:14]1[CH:19]=[CH:18][C:17]([C:20]([F:23])([F:22])[F:21])=[CH:16][CH:15]=1)=O. The catalyst is C(O)(=O)C.O. The product is [Br:7][C:6]1[CH:5]=[N:4][N:3]2[C:10]([C:9]([F:8])([F:26])[F:25])=[CH:11][C:12]([C:14]3[CH:19]=[CH:18][C:17]([C:20]([F:21])([F:22])[F:23])=[CH:16][CH:15]=3)=[N:1][C:2]=12. The yield is 0.900. (10) The reactants are Cl([O-])=O.[Na+].[Cl:5][C:6]1[CH:7]=[C:8]([O:31][CH2:32][CH:33]=[O:34])[CH:9]=[N:10][C:11]=1[O:12][C:13]1[CH:14]=[C:15]2[C:20](=[CH:21][CH:22]=1)[N:19]=[CH:18][N:17]=[C:16]2[NH:23][C:24]1[CH:29]=[N:28][C:27]([CH3:30])=[CH:26][N:25]=1.CC(=CC)C.P([O-])(O)(O)=[O:41].[Na+].Cl. The catalyst is CC(O)(C)C.O. The product is [Cl:5][C:6]1[CH:7]=[C:8]([O:31][CH2:32][C:33]([OH:41])=[O:34])[CH:9]=[N:10][C:11]=1[O:12][C:13]1[CH:14]=[C:15]2[C:20](=[CH:21][CH:22]=1)[N:19]=[CH:18][N:17]=[C:16]2[NH:23][C:24]1[CH:29]=[N:28][C:27]([CH3:30])=[CH:26][N:25]=1. The yield is 0.770.